The task is: Regression. Given a peptide amino acid sequence and an MHC pseudo amino acid sequence, predict their binding affinity value. This is MHC class II binding data.. This data is from Peptide-MHC class II binding affinity with 134,281 pairs from IEDB. (1) The peptide sequence is FTVFEAAFNNAIKAG. The MHC is DRB1_0405 with pseudo-sequence DRB1_0405. The binding affinity (normalized) is 0.534. (2) The peptide sequence is TMAQMNQAFRNIVNM. The MHC is DRB1_1101 with pseudo-sequence DRB1_1101. The binding affinity (normalized) is 0.0513. (3) The peptide sequence is WIESQKNGSWKLEKA. The MHC is DRB1_1501 with pseudo-sequence DRB1_1501. The binding affinity (normalized) is 0.320. (4) The peptide sequence is KNSHQDLWSQLEKLI. The MHC is DRB1_0101 with pseudo-sequence DRB1_0101. The binding affinity (normalized) is 0.456. (5) The binding affinity (normalized) is 0.338. The MHC is HLA-DQA10201-DQB10202 with pseudo-sequence HLA-DQA10201-DQB10202. The peptide sequence is SWEYWGAQLNAMKPD. (6) The peptide sequence is LYNIIKNREGYEMVFDGKPQ. The MHC is DRB1_0401 with pseudo-sequence DRB1_0401. The binding affinity (normalized) is 0.193.